This data is from Full USPTO retrosynthesis dataset with 1.9M reactions from patents (1976-2016). The task is: Predict the reactants needed to synthesize the given product. (1) Given the product [NH2:20][C@H:18]([CH3:19])[CH2:17][N:12]1[CH:13]=[CH:14][C:10]([C:8]2[CH:7]=[C:6]([F:15])[C:3]([C:4]#[N:5])=[C:2]([Cl:1])[CH:9]=2)=[N:11]1, predict the reactants needed to synthesize it. The reactants are: [Cl:1][C:2]1[CH:9]=[C:8]([C:10]2[CH:14]=[CH:13][NH:12][N:11]=2)[CH:7]=[C:6]([F:15])[C:3]=1[C:4]#[N:5].O[CH2:17][C@H:18]([NH:20]C(=O)OC(C)(C)C)[CH3:19]. (2) The reactants are: [Cl:1][C:2]1[C:3]([S:32](=[N:35]C(OC(C)(C)C)=O)([NH2:34])=[O:33])=[N:4][CH:5]=[C:6]([C:17]([N:19]2[CH2:24][CH2:23][CH:22]([C:25]3[CH:30]=[CH:29][C:28]([F:31])=[CH:27][CH:26]=3)[CH2:21][CH2:20]2)=[O:18])[C:7]=1[NH:8][C:9]1[CH:14]=[CH:13][C:12]([F:15])=[CH:11][C:10]=1[CH3:16].FC(F)(F)C(O)=O. Given the product [Cl:1][C:2]1[C:3]([S:32](=[NH:34])([NH2:35])=[O:33])=[N:4][CH:5]=[C:6]([C:17]([N:19]2[CH2:20][CH2:21][CH:22]([C:25]3[CH:30]=[CH:29][C:28]([F:31])=[CH:27][CH:26]=3)[CH2:23][CH2:24]2)=[O:18])[C:7]=1[NH:8][C:9]1[CH:14]=[CH:13][C:12]([F:15])=[CH:11][C:10]=1[CH3:16], predict the reactants needed to synthesize it. (3) Given the product [CH2:21]([C@@H:17]1[NH:16][C:32](=[O:33])[CH2:31][N:30]([CH2:23][C:24]2[CH:29]=[CH:28][CH:27]=[CH:26][CH:25]=2)[C:18]1=[O:19])[CH3:22], predict the reactants needed to synthesize it. The reactants are: C1CCC(N=C=NC2CCCCC2)CC1.[NH2:16][CH:17]([CH2:21][CH3:22])[C:18](O)=[O:19].[CH2:23]([NH:30][CH2:31][C:32](OCC)=[O:33])[C:24]1[CH:29]=[CH:28][CH:27]=[CH:26][CH:25]=1.C(O)(C(F)(F)F)=O. (4) Given the product [ClH:46].[C:27]([N:23]1[C:24]2[C:19](=[CH:18][C:17]([C:15]3[CH:14]=[N:13][N:12]([CH2:11][CH2:10][NH:6][CH3:5])[CH:16]=3)=[CH:26][CH:25]=2)[C@H:20]([NH:31][C:32]2[CH:37]=[C:36]([F:38])[CH:35]=[CH:34][N:33]=2)[CH2:21][C@@H:22]1[CH3:30])(=[O:29])[CH3:28], predict the reactants needed to synthesize it. The reactants are: CC([CH2:5][N:6]([CH2:10][CH2:11][N:12]1[CH:16]=[C:15]([C:17]2[CH:18]=[C:19]3[C:24](=[CH:25][CH:26]=2)[N:23]([C:27](=[O:29])[CH3:28])[C@@H:22]([CH3:30])[CH2:21][C@H:20]3[NH:31][C:32]2[CH:37]=[C:36]([F:38])[CH:35]=[CH:34][N:33]=2)[CH:14]=[N:13]1)C(=O)[O-])(C)C.FC(F)(F)C(O)=O.[ClH:46].CCOCC. (5) Given the product [C:1]([O:5][C:6]([NH:8][CH2:9][CH2:10][CH2:11][O:12][C:13]1[CH:21]=[C:20]([S:22][CH2:23][CH2:24][CH3:25])[CH:19]=[CH:18][C:14]=1[C:15]([NH:26][C:27]1[C:28]([C:33]([NH:35][C:36]2[CH:41]=[CH:40][C:39]([Cl:42])=[CH:38][N:37]=2)=[O:34])=[N:29][CH:30]=[CH:31][CH:32]=1)=[O:17])=[O:7])([CH3:2])([CH3:3])[CH3:4], predict the reactants needed to synthesize it. The reactants are: [C:1]([O:5][C:6]([NH:8][CH2:9][CH2:10][CH2:11][O:12][C:13]1[CH:21]=[C:20]([S:22][CH2:23][CH2:24][CH3:25])[CH:19]=[CH:18][C:14]=1[C:15]([OH:17])=O)=[O:7])([CH3:4])([CH3:3])[CH3:2].[NH2:26][C:27]1[C:28]([C:33]([NH:35][C:36]2[CH:41]=[CH:40][C:39]([Cl:42])=[CH:38][N:37]=2)=[O:34])=[N:29][CH:30]=[CH:31][CH:32]=1. (6) Given the product [CH2:26]([O:25][C:22]1[N:21]=[C:20]([CH3:28])[C:19]([O:18][CH:13]([C@H:10]2[CH2:11][CH2:12][NH:8][CH2:9]2)[CH2:14][CH:15]([CH3:16])[CH3:17])=[CH:24][CH:23]=1)[CH3:27], predict the reactants needed to synthesize it. The reactants are: C(OC([N:8]1[CH2:12][CH2:11][C@H:10]([CH:13]([O:18][C:19]2[C:20]([CH3:28])=[N:21][C:22]([O:25][CH2:26][CH3:27])=[CH:23][CH:24]=2)[CH2:14][CH:15]([CH3:17])[CH3:16])[CH2:9]1)=O)(C)(C)C.Cl. (7) Given the product [F:27][C:24]1[CH:23]=[CH:22][C:21]([C:17]2[CH:18]=[CH:19][CH:20]=[C:15]([N:11]3[CH2:10][CH2:9][C:8]([C:3]4[CH:4]=[CH:5][CH:6]=[CH:7][C:2]=4[F:1])([CH2:28][CH2:29][OH:30])[O:13][C:12]3=[O:14])[N+:16]=2[O-:31])=[CH:26][CH:25]=1, predict the reactants needed to synthesize it. The reactants are: [F:1][C:2]1[CH:7]=[CH:6][CH:5]=[CH:4][C:3]=1[C:8]1([CH2:28][CH2:29][OH:30])[O:13][C:12](=[O:14])[N:11]([C:15]2[CH:20]=[CH:19][CH:18]=[C:17]([C:21]3[CH:26]=[CH:25][C:24]([F:27])=[CH:23][CH:22]=3)[N:16]=2)[CH2:10][CH2:9]1.[OH:31]O. (8) The reactants are: [Br:1][C:2]1[CH:10]=[C:9]([N+:11]([O-])=O)[C:5]([C:6]([OH:8])=[O:7])=[C:4]([F:14])[CH:3]=1. Given the product [NH2:11][C:9]1[CH:10]=[C:2]([Br:1])[CH:3]=[C:4]([F:14])[C:5]=1[C:6]([OH:8])=[O:7], predict the reactants needed to synthesize it.